From a dataset of Full USPTO retrosynthesis dataset with 1.9M reactions from patents (1976-2016). Predict the reactants needed to synthesize the given product. Given the product [CH3:13][O:14][C:15]([C:17]1[CH:25]=[C:24]2[C:20]([CH2:21][CH2:22][N:23]2[C:1]([O:7][C:8]([CH3:9])([CH3:10])[CH3:11])=[O:12])=[C:19]([O:26][CH3:27])[CH:18]=1)=[O:16], predict the reactants needed to synthesize it. The reactants are: [C:1](=[O:12])([O:7][C:8]([CH3:11])([CH3:10])[CH3:9])OC(C)(C)C.[CH3:13][O:14][C:15]([C:17]1[CH:25]=[C:24]2[C:20]([CH2:21][CH2:22][NH:23]2)=[C:19]([O:26][CH3:27])[CH:18]=1)=[O:16].C(N(C(C)C)CC)(C)C.